From a dataset of Forward reaction prediction with 1.9M reactions from USPTO patents (1976-2016). Predict the product of the given reaction. (1) Given the reactants Cl[C:2]1[N:7]=[C:6]([NH:8][C:9]([C:11]2([C:14]3[CH:24]=[CH:23][C:17]4[O:18][C:19]([F:22])([F:21])[O:20][C:16]=4[CH:15]=3)[CH2:13][CH2:12]2)=[O:10])[CH:5]=[C:4]([CH3:25])[CH:3]=1.[CH3:26][O:27][C:28]1[C:33]([CH3:34])=[CH:32][C:31](B2OC(C)(C)C(C)(C)O2)=[CH:30][N:29]=1, predict the reaction product. The product is: [F:21][C:19]1([F:22])[O:18][C:17]2[CH:23]=[CH:24][C:14]([C:11]3([C:9]([NH:8][C:6]4[N:7]=[C:2]([C:31]5[CH:30]=[N:29][C:28]([O:27][CH3:26])=[C:33]([CH3:34])[CH:32]=5)[CH:3]=[C:4]([CH3:25])[CH:5]=4)=[O:10])[CH2:13][CH2:12]3)=[CH:15][C:16]=2[O:20]1. (2) The product is: [C:1]([O:5][C:6]([N:8]1[C@H:12]([CH2:13][C:14]2[CH:15]=[CH:16][C:17]([C:20]3[CH:21]=[CH:22][CH:23]=[CH:24][CH:25]=3)=[CH:18][CH:19]=2)[CH2:11][CH:10]([CH2:26][O:27][S:39]([C:36]2[CH:37]=[CH:38][C:33]([CH3:53])=[CH:34][CH:35]=2)(=[O:41])=[O:40])[C:9]1=[O:28])=[O:7])([CH3:3])([CH3:2])[CH3:4]. Given the reactants [C:1]([O:5][C:6]([N:8]1[C@H:12]([CH2:13][C:14]2[CH:19]=[CH:18][C:17]([C:20]3[CH:25]=[CH:24][CH:23]=[CH:22][CH:21]=3)=[CH:16][CH:15]=2)[CH2:11][CH:10]([CH2:26][OH:27])[C:9]1=[O:28])=[O:7])([CH3:4])([CH3:3])[CH3:2].C(Cl)(Cl)Cl.[C:33]1([CH3:53])[CH:38]=[CH:37][C:36]([S:39](O[S:39]([C:36]2[CH:37]=[CH:38][C:33]([CH3:53])=[CH:34][CH:35]=2)(=[O:41])=[O:40])(=[O:41])=[O:40])=[CH:35][CH:34]=1, predict the reaction product. (3) The product is: [C:4]([O:23][CH3:24])(=[O:5])[C:3]1[C:2](=[CH:10][CH:9]=[CH:8][CH:7]=1)[C:1]([O:6][CH3:25])=[O:11]. Given the reactants [C:1]1(=[O:11])[O:6][C:4](=[O:5])[C:3]2=[CH:7][CH:8]=[CH:9][CH:10]=[C:2]12.S(=O)(=O)(O)O.Cl.S([O:23][CH3:24])(OC)(=O)=O.[CH:25]1C=CC=CC=1, predict the reaction product.